Predict which catalyst facilitates the given reaction. From a dataset of Catalyst prediction with 721,799 reactions and 888 catalyst types from USPTO. (1) Reactant: [C:1]([O:9]CC)(=O)[CH2:2][C:3]([O:5][CH2:6][CH3:7])=[O:4].CC[O-].[Na+].C([O:18][C:19]([C:21]1[C:22]([CH3:30])=[N:23][N:24]([CH:27]([CH3:29])[CH3:28])[C:25]=1[NH2:26])=O)C. Product: [CH2:6]([O:5][C:3]([C:2]1[C:1](=[O:9])[NH:26][C:25]2[N:24]([CH:27]([CH3:28])[CH3:29])[N:23]=[C:22]([CH3:30])[C:21]=2[C:19]=1[OH:18])=[O:4])[CH3:7]. The catalyst class is: 14. (2) Reactant: [Br:1][C:2]1[CH:24]=[CH:23][C:5]2[N:6]=[C:7]([O:9][CH:10]3[CH2:15][CH2:14][N:13](C(OC(C)(C)C)=O)[CH2:12][CH2:11]3)[S:8][C:4]=2[CH:3]=1.C(O)(C(F)(F)F)=O. Product: [Br:1][C:2]1[CH:24]=[CH:23][C:5]2[N:6]=[C:7]([O:9][CH:10]3[CH2:11][CH2:12][NH:13][CH2:14][CH2:15]3)[S:8][C:4]=2[CH:3]=1. The catalyst class is: 2. (3) Reactant: [F:1][C:2]([F:11])([F:10])[C:3]1[C:4]([NH2:9])=[N:5][CH:6]=[CH:7][CH:8]=1.[Br:12]N1C(=O)CCC1=O. Product: [Br:12][C:7]1[CH:8]=[C:3]([C:2]([F:1])([F:10])[F:11])[C:4]([NH2:9])=[N:5][CH:6]=1. The catalyst class is: 23. (4) Reactant: C(OC(=O)[C:5]([NH:25][C:26]([O:28][CH3:29])=[O:27])([CH3:24])[CH2:6][CH2:7][C:8]1[S:9][CH:10]=[C:11]([C:13]#[C:14][CH2:15][CH2:16][CH2:17][C:18]2[CH:23]=[CH:22][CH:21]=[CH:20][CH:19]=2)[CH:12]=1)C.[Cl-].[Li+].[BH4-].[Na+].Cl. Product: [CH3:24][C:5]1([CH2:6][CH2:7][C:8]2[S:9][CH:10]=[C:11]([C:13]#[C:14][CH2:15][CH2:16][CH2:17][C:18]3[CH:19]=[CH:20][CH:21]=[CH:22][CH:23]=3)[CH:12]=2)[CH2:29][O:28][C:26](=[O:27])[NH:25]1. The catalyst class is: 199. (5) Reactant: [C:1]([C:3]1[CH:8]=[C:7]([S:9][CH3:10])[CH:6]=[CH:5][N:4]=1)#[N:2].[C:11](OC)(=[O:19])[C:12]1[C:13](=[CH:15][CH:16]=[CH:17][CH:18]=1)[SH:14].C(N(CC)CC)C. Product: [CH3:10][S:9][C:7]1[CH:6]=[CH:5][N:4]=[C:3]([C:1]2[S:14][C:13]3[CH:15]=[CH:16][CH:17]=[CH:18][C:12]=3[C:11](=[O:19])[N:2]=2)[CH:8]=1. The catalyst class is: 11. (6) Reactant: [F:1][C:2]1[CH:7]=[C:6]([N+:8]([O-])=O)[CH:5]=[CH:4][C:3]=1[N:11]1[CH2:16][CH2:15][N:14]([C:17]2[CH:22]=[CH:21][C:20]([O:23][CH3:24])=[CH:19][CH:18]=2)[CH2:13][CH2:12]1.O.NN. The catalyst class is: 63. Product: [F:1][C:2]1[CH:7]=[C:6]([CH:5]=[CH:4][C:3]=1[N:11]1[CH2:16][CH2:15][N:14]([C:17]2[CH:22]=[CH:21][C:20]([O:23][CH3:24])=[CH:19][CH:18]=2)[CH2:13][CH2:12]1)[NH2:8]. (7) Reactant: [C:1]([CH2:3][O:4][C:5]1[CH:10]=[CH:9][CH:8]=[CH:7][C:6]=1[N:11]1[CH2:16][CH2:15][O:14][C:13]2[CH:17]=[C:18]([S:21]([N:24](CC3C=CC(OC)=CC=3)[C:25]3[S:26][CH:27]=[CH:28][N:29]=3)(=[O:23])=[O:22])[CH:19]=[CH:20][C:12]1=2)#[N:2].C(O)(C(F)(F)F)=O. Product: [C:1]([CH2:3][O:4][C:5]1[CH:10]=[CH:9][CH:8]=[CH:7][C:6]=1[N:11]1[CH2:16][CH2:15][O:14][C:13]2[CH:17]=[C:18]([S:21]([NH:24][C:25]3[S:26][CH:27]=[CH:28][N:29]=3)(=[O:22])=[O:23])[CH:19]=[CH:20][C:12]1=2)#[N:2]. The catalyst class is: 2.